This data is from Full USPTO retrosynthesis dataset with 1.9M reactions from patents (1976-2016). The task is: Predict the reactants needed to synthesize the given product. (1) Given the product [OH:1][C@@H:2]([C@H:4]1[C:44](=[O:45])[N:6]2[C:7]([C:31]([O-:33])=[O:32])=[C:8]([C:11]3[S:15][C:14]4=[C:16]([C:19]([C:21]5[CH:22]=[N+:23]([CH3:48])[C:28]6[C:29]([CH:30]=5)=[CH:24][CH:25]=[CH:26][CH:27]=6)=[O:20])[N:17]=[CH:18][N:13]4[CH:12]=3)[C@H:9]([CH3:10])[C@H:5]12)[CH3:3], predict the reactants needed to synthesize it. The reactants are: [OH:1][C@@H:2]([C@H:4]1[C:44](=[O:45])[N:6]2[C:7]([C:31]([O:33]CC3C=CC([N+]([O-])=O)=CC=3)=[O:32])=[C:8]([C:11]3[S:15][C:14]4=[C:16]([C:19]([C:21]5[CH:22]=[N:23][C:24]6[C:29]([CH:30]=5)=[CH:28][CH:27]=[CH:26][CH:25]=6)=[O:20])[N:17]=[CH:18][N:13]4[CH:12]=3)[C@H:9]([CH3:10])[C@H:5]12)[CH3:3].CI.[CH2:48](OCC)C. (2) Given the product [Cl:1][C:2]1[CH:7]=[CH:6][C:5]([CH:8]([C:20]2[CH:21]=[CH:22][C:23]([N:26]3[CH2:30][CH2:29][CH2:28][C:27]3=[O:31])=[CH:24][CH:25]=2)[CH2:9]/[C:10](/[C:12]2[CH:13]=[CH:14][C:15](=[O:19])[N:16]([CH3:18])[CH:17]=2)=[N:34]\[OH:35])=[C:4]([CH3:32])[CH:3]=1, predict the reactants needed to synthesize it. The reactants are: [Cl:1][C:2]1[CH:7]=[CH:6][C:5]([CH:8]([C:20]2[CH:25]=[CH:24][C:23]([N:26]3[CH2:30][CH2:29][CH2:28][C:27]3=[O:31])=[CH:22][CH:21]=2)[CH2:9][C:10]([C:12]2[CH:13]=[CH:14][C:15](=[O:19])[N:16]([CH3:18])[CH:17]=2)=O)=[C:4]([CH3:32])[CH:3]=1.Cl.[NH2:34][OH:35].C(=O)([O-])O.[Na+]. (3) Given the product [CH3:33][Si:32]([CH3:35])([CH3:34])[CH2:31][CH2:30][O:29][CH2:28][N:25]1[C:21]2[N:22]=[CH:23][N:24]=[C:19]([C:17]3[CH:16]=[N:15][N:14]([C:3]4([CH2:5][C:6]#[N:7])[CH2:2][C:1]([CH2:8][C:9]#[N:10])([CH2:11][C:12]#[N:13])[CH2:4]4)[CH:18]=3)[C:20]=2[CH:27]=[CH:26]1, predict the reactants needed to synthesize it. The reactants are: [C:1]1([CH2:11][C:12]#[N:13])([CH2:8][C:9]#[N:10])[CH2:4][C:3](=[CH:5][C:6]#[N:7])[CH2:2]1.[NH:14]1[CH:18]=[C:17]([C:19]2[C:20]3[CH:27]=[CH:26][N:25]([CH2:28][O:29][CH2:30][CH2:31][Si:32]([CH3:35])([CH3:34])[CH3:33])[C:21]=3[N:22]=[CH:23][N:24]=2)[CH:16]=[N:15]1.N12CCCN=C1CCCCC2. (4) Given the product [CH:1]1([C:5]2[CH:6]=[C:7]([OH:11])[CH:8]=[CH:9][CH:10]=2)[CH2:2][CH2:3][CH2:4]1, predict the reactants needed to synthesize it. The reactants are: [CH:1]1([C:5]2[CH:10]=[CH:9][CH:8]=[C:7]([O:11]C)[CH:6]=2)[CH2:4][CH2:3][CH2:2]1.[Cl-].[NH4+]. (5) Given the product [CH3:31][N:30]([CH3:32])[C:28](=[N:22][C:21]([C:18]1[CH:19]=[N:20][C:15]([N:12]2[CH2:11][CH2:10][N:9]([C:5]3[CH:6]=[CH:7][CH:8]=[C:3]([C:2]([F:1])([F:24])[F:25])[CH:4]=3)[CH2:14][CH2:13]2)=[CH:16][CH:17]=1)=[S:23])[CH3:29], predict the reactants needed to synthesize it. The reactants are: [F:1][C:2]([F:25])([F:24])[C:3]1[CH:4]=[C:5]([N:9]2[CH2:14][CH2:13][N:12]([C:15]3[N:20]=[CH:19][C:18]([C:21](=[S:23])[NH2:22])=[CH:17][CH:16]=3)[CH2:11][CH2:10]2)[CH:6]=[CH:7][CH:8]=1.CO[C:28](OC)([N:30]([CH3:32])[CH3:31])[CH3:29].